From a dataset of Catalyst prediction with 721,799 reactions and 888 catalyst types from USPTO. Predict which catalyst facilitates the given reaction. (1) Reactant: [C:1]([O:5][C:6]([NH:8][C@H:9]([CH3:13])[C:10]([OH:12])=O)=[O:7])([CH3:4])([CH3:3])[CH3:2].CN1CCOCC1.C(OC(Cl)=O)C(C)C.[CH3:29][O:30][C:31](=[O:43])[C@@H:32]([NH:34][CH2:35][C:36]1[CH:41]=[CH:40][C:39]([F:42])=[CH:38][CH:37]=1)[CH3:33]. Product: [CH3:29][O:30][C:31](=[O:43])[C@@H:32]([N:34]([C:10](=[O:12])[C@H:9]([NH:8][C:6]([O:5][C:1]([CH3:2])([CH3:3])[CH3:4])=[O:7])[CH3:13])[CH2:35][C:36]1[CH:37]=[CH:38][C:39]([F:42])=[CH:40][CH:41]=1)[CH3:33]. The catalyst class is: 7. (2) The catalyst class is: 5. Product: [NH2:25][C:22]1[CH:23]=[N:24][C:19]([NH:18][C:15]2[CH:16]=[CH:17][C:12]([C:10]([N:7]3[CH2:6][CH2:5][N:4]([CH2:3][CH2:2][OH:1])[CH2:9][CH2:8]3)=[O:11])=[N:13][CH:14]=2)=[N:20][CH:21]=1. Reactant: [OH:1][CH2:2][CH2:3][N:4]1[CH2:9][CH2:8][N:7]([C:10]([C:12]2[CH:17]=[CH:16][C:15]([NH:18][C:19]3[N:24]=[CH:23][C:22]([N+:25]([O-])=O)=[CH:21][N:20]=3)=[CH:14][N:13]=2)=[O:11])[CH2:6][CH2:5]1. (3) Reactant: [NH2:1][CH2:2][CH:3]([CH3:13])[CH2:4][NH:5][C:6](=[O:12])[O:7][C:8]([CH3:11])([CH3:10])[CH3:9].[C:14]([C:16]1[CH:21]=[CH:20][C:19]([S:22](Cl)(=[O:24])=[O:23])=[CH:18][CH:17]=1)#[N:15].O. Product: [C:14]([C:16]1[CH:17]=[CH:18][C:19]([S:22]([NH:1][CH2:2][CH:3]([CH3:13])[CH2:4][NH:5][C:6](=[O:12])[O:7][C:8]([CH3:9])([CH3:11])[CH3:10])(=[O:24])=[O:23])=[CH:20][CH:21]=1)#[N:15]. The catalyst class is: 1. (4) Reactant: [OH:1][C@@H:2]([CH:4]1[CH2:9][CH2:8][N:7]([C:10]#[N:11])[CH2:6][CH2:5]1)[CH3:3].[Cl-].[NH4+].[N-:14]=[N+:15]=[N-:16].[Na+]. Product: [NH:14]1[C:10]([N:7]2[CH2:6][CH2:5][CH:4]([C@H:2]([OH:1])[CH3:3])[CH2:9][CH2:8]2)=[N:11][N:16]=[N:15]1. The catalyst class is: 3. (5) Reactant: [C:1]([N:20]1[CH:24]=[C:23]([C:25]2[CH:30]=[CH:29][CH:28]=[CH:27][C:26]=2[OH:31])[N:22]=[CH:21]1)([C:14]1[CH:19]=[CH:18][CH:17]=[CH:16][CH:15]=1)([C:8]1[CH:13]=[CH:12][CH:11]=[CH:10][CH:9]=1)[C:2]1[CH:7]=[CH:6][CH:5]=[CH:4][CH:3]=1.[H-].[Na+].CC1C=CC(S(O[CH2:45][CH2:46][C:47]2[CH:52]=[CH:51][C:50]([N:53]3C(=O)C4C(=CC=CC=4)C3=O)=[CH:49][CH:48]=2)(=O)=O)=CC=1.O.NN. Product: [C:1]([N:20]1[CH:24]=[C:23]([C:25]2[CH:30]=[CH:29][CH:28]=[CH:27][C:26]=2[O:31][CH2:45][CH2:46][C:47]2[CH:52]=[CH:51][C:50]([NH2:53])=[CH:49][CH:48]=2)[N:22]=[CH:21]1)([C:14]1[CH:19]=[CH:18][CH:17]=[CH:16][CH:15]=1)([C:2]1[CH:7]=[CH:6][CH:5]=[CH:4][CH:3]=1)[C:8]1[CH:9]=[CH:10][CH:11]=[CH:12][CH:13]=1. The catalyst class is: 18. (6) Reactant: [CH2:1]([NH:3][C:4]([N:6]1[CH:10]([C:11]2[CH:15]=[CH:14][S:13][CH:12]=2)[CH2:9][CH:8]=[N:7]1)=[S:5])[CH3:2].I[CH3:17]. Product: [CH3:17][S:5][C:4]([N:6]1[CH:10]([C:11]2[CH:15]=[CH:14][S:13][CH:12]=2)[CH2:9][CH:8]=[N:7]1)=[N:3][CH2:1][CH3:2]. The catalyst class is: 5.